Dataset: Full USPTO retrosynthesis dataset with 1.9M reactions from patents (1976-2016). Task: Predict the reactants needed to synthesize the given product. (1) Given the product [C:1]1([C:9]2[CH:14]=[CH:13][CH:12]=[CH:11][CH:10]=2)[CH:6]=[CH:5][C:4]([CH:7]=[CH:26][C:25]([C:16]2[CH:17]=[CH:18][C:19]3[C:24](=[CH:23][CH:22]=[CH:21][CH:20]=3)[CH:15]=2)=[O:27])=[CH:3][CH:2]=1, predict the reactants needed to synthesize it. The reactants are: [C:1]1([C:9]2[CH:14]=[CH:13][CH:12]=[CH:11][CH:10]=2)[CH:6]=[CH:5][C:4]([CH:7]=O)=[CH:3][CH:2]=1.[CH:15]1[C:24]2[C:19](=[CH:20][CH:21]=[CH:22][CH:23]=2)[CH:18]=[CH:17][C:16]=1[C:25](=[O:27])[CH3:26]. (2) Given the product [Br:36][C:37]1[CH2:6][CH:5]([CH2:4][CH2:3][CH2:2][CH2:1][N:7]2[C:12]3=[N:13][C:14]([C:24]4[CH:29]=[CH:28][C:27]([CH3:30])=[CH:26][CH:25]=4)=[C:15]([C:17]4[CH:18]=[CH:19][C:20]([CH3:23])=[CH:21][CH:22]=4)[N:16]=[C:11]3[CH2:10][CH2:9][CH2:8]2)[O:39][N:38]=1, predict the reactants needed to synthesize it. The reactants are: [CH2:1]([N:7]1[C:12]2=[N:13][C:14]([C:24]3[CH:29]=[CH:28][C:27]([CH3:30])=[CH:26][CH:25]=3)=[C:15]([C:17]3[CH:22]=[CH:21][C:20]([CH3:23])=[CH:19][CH:18]=3)[N:16]=[C:11]2[CH2:10][CH2:9][CH2:8]1)[CH2:2][CH2:3][CH2:4][CH:5]=[CH2:6].C(=O)([O-])O.[K+].[Br:36][C:37](Br)=[N:38][OH:39].Cl.